This data is from Forward reaction prediction with 1.9M reactions from USPTO patents (1976-2016). The task is: Predict the product of the given reaction. (1) The product is: [Si:29]([O:36][CH:37]1[CH2:41][CH2:40][N:39]([C:42]2[CH:43]=[C:44]([C:2]3[C:6]([C:7]4[N:8]=[C:9]([NH:12][C:13]5[N:18]=[C:17]([CH3:19])[CH:16]=[CH:15][N:14]=5)[S:10][CH:11]=4)=[CH:5][N:4]([CH2:20][C:21]4[CH:26]=[CH:25][C:24]([O:27][CH3:28])=[CH:23][CH:22]=4)[N:3]=3)[CH:45]=[CH:46][CH:47]=2)[CH2:38]1)([C:32]([CH3:35])([CH3:34])[CH3:33])([CH3:31])[CH3:30]. Given the reactants Br[C:2]1[C:6]([C:7]2[N:8]=[C:9]([NH:12][C:13]3[N:18]=[C:17]([CH3:19])[CH:16]=[CH:15][N:14]=3)[S:10][CH:11]=2)=[CH:5][N:4]([CH2:20][C:21]2[CH:26]=[CH:25][C:24]([O:27][CH3:28])=[CH:23][CH:22]=2)[N:3]=1.[Si:29]([O:36][CH:37]1[CH2:41][CH2:40][N:39]([C:42]2[CH:47]=[CH:46][CH:45]=[C:44](B3OC(C)(C)C(C)(C)O3)[CH:43]=2)[CH2:38]1)([C:32]([CH3:35])([CH3:34])[CH3:33])([CH3:31])[CH3:30].C([O-])(O)=O.[Na+], predict the reaction product. (2) Given the reactants CB1OB(C)OB(C)O1.Br[C:11]1[C:19]2[C:14](=[N:15][CH:16]=[C:17]([C:20]3[CH:21]=[C:22]([CH:27]=[CH:28][CH:29]=3)[C:23]([O:25][CH3:26])=[O:24])[CH:18]=2)[O:13][C:12]=1[C:30]1[CH:35]=[CH:34][C:33]([F:36])=[CH:32][CH:31]=1.[C:37](=O)([O-])[O-].[Na+].[Na+].[N+](=C[Si](C)(C)C)=[N-], predict the reaction product. The product is: [F:36][C:33]1[CH:34]=[CH:35][C:30]([C:12]2[O:13][C:14]3=[N:15][CH:16]=[C:17]([C:20]4[CH:21]=[C:22]([CH:27]=[CH:28][CH:29]=4)[C:23]([O:25][CH3:26])=[O:24])[CH:18]=[C:19]3[C:11]=2[CH3:37])=[CH:31][CH:32]=1. (3) Given the reactants [CH3:1][C:2]([Si:5]([CH3:26])([CH3:25])[O:6][C@H:7]1[C@H:12]([NH:13][C:14](=[O:17])[CH2:15][OH:16])[CH2:11][CH2:10][N:9]([C:18]([O:20][C:21]([CH3:24])([CH3:23])[CH3:22])=[O:19])[CH2:8]1)([CH3:4])[CH3:3].C1N=CN([C:32](N2C=NC=C2)=[O:33])C=1, predict the reaction product. The product is: [CH3:4][C:2]([Si:5]([CH3:26])([CH3:25])[O:6][C@H:7]1[C@H:12]([N:13]2[C:14](=[O:17])[CH2:15][O:16][C:32]2=[O:33])[CH2:11][CH2:10][N:9]([C:18]([O:20][C:21]([CH3:24])([CH3:23])[CH3:22])=[O:19])[CH2:8]1)([CH3:1])[CH3:3]. (4) Given the reactants Br[C:2]1[CH:3]=[N:4][CH:5]=[CH:6][CH:7]=1.[CH3:8][S:9]([C:12]1[CH:13]=[C:14](B(O)O)[CH:15]=[CH:16][CH:17]=1)(=[O:11])=[O:10].C(=O)([O-])[O-].[Cs+].[Cs+].CN(C=O)C, predict the reaction product. The product is: [CH3:8][S:9]([C:12]1[CH:17]=[C:16]([C:2]2[CH:3]=[N:4][CH:5]=[CH:6][CH:7]=2)[CH:15]=[CH:14][CH:13]=1)(=[O:11])=[O:10]. (5) Given the reactants Br[C:2]1[CH:7]=[C:6]([C:8]([CH3:11])([CH3:10])[CH3:9])[CH:5]=[C:4]([C:12]([CH3:15])([CH3:14])[CH3:13])[C:3]=1[OH:16].CCCCCC.C([Li])CCC.[C:28]1([P:34]([C:36]2[CH:41]=[CH:40][CH:39]=[CH:38][CH:37]=2)Cl)[CH:33]=[CH:32][CH:31]=[CH:30][CH:29]=1.[CH3:42][Si:43](Cl)([CH3:45])[CH3:44], predict the reaction product. The product is: [CH3:42][Si:43]([O:16][C:3]1[C:4]([C:12]([CH3:15])([CH3:14])[CH3:13])=[CH:5][C:6]([C:8]([CH3:11])([CH3:10])[CH3:9])=[CH:7][C:2]=1[P:34]([C:36]1[CH:41]=[CH:40][CH:39]=[CH:38][CH:37]=1)[C:28]1[CH:33]=[CH:32][CH:31]=[CH:30][CH:29]=1)([CH3:45])[CH3:44]. (6) Given the reactants [F:1][C:2]1[CH:16]=[CH:15][C:5]2[C:6]([CH:9]3[CH2:14][CH2:13][NH:12][CH2:11][CH2:10]3)=[N:7][O:8][C:4]=2[CH:3]=1.Cl[CH2:18][CH2:19][C:20]1[C:25](=[O:26])[N:24]2[CH2:27][CH2:28][CH2:29][CH:30]([OH:31])[C:23]2=[N:22][C:21]=1[CH3:32].C(N(C(C)C)CC)(C)C.[BH4-].[Na+], predict the reaction product. The product is: [CH3:32][C:21]1[N:22]=[C:23]2[N:24]([CH2:27][CH2:28][CH2:29][CH:30]2[OH:31])[C:25](=[O:26])[C:20]=1[CH2:19][CH2:18][N:12]1[CH2:11][CH2:10][CH:9]([C:6]2[C:5]3[CH:15]=[CH:16][C:2]([F:1])=[CH:3][C:4]=3[O:8][N:7]=2)[CH2:14][CH2:13]1. (7) Given the reactants [CH3:1][N:2]1[CH2:10][C:9]2[C:4](=[CH:5][CH:6]=[CH:7][C:8]=2[NH:11][C:12](=[O:14])[CH3:13])[CH2:3]1.Cl.[Cl:16]([O-])=O.[Na+], predict the reaction product. The product is: [Cl:16][C:5]1[CH:6]=[CH:7][C:8]([NH:11][C:12](=[O:14])[CH3:13])=[C:9]2[C:4]=1[CH2:3][N:2]([CH3:1])[CH2:10]2. (8) Given the reactants C[O:2][C:3](=O)[C:4]1[CH:9]=[C:8]([O:10][CH3:11])[C:7]([O:12][CH2:13][CH2:14][CH2:15][Cl:16])=[CH:6][C:5]=1[NH2:17].Cl.[CH:20](N)=[NH:21], predict the reaction product. The product is: [Cl:16][CH2:15][CH2:14][CH2:13][O:12][C:7]1[CH:6]=[C:5]2[C:4]([C:3]([OH:2])=[N:21][CH:20]=[N:17]2)=[CH:9][C:8]=1[O:10][CH3:11]. (9) Given the reactants C(O[C:4](=[O:12])[C:5]1[CH:10]=[CH:9][N:8]=[CH:7][C:6]=1[OH:11])C.[NH:13]1[CH2:17][CH2:16][CH2:15][CH2:14]1, predict the reaction product. The product is: [OH:11][C:6]1[CH:7]=[N:8][CH:9]=[CH:10][C:5]=1[C:4]([N:13]1[CH2:17][CH2:16][CH2:15][CH2:14]1)=[O:12].